Dataset: Catalyst prediction with 721,799 reactions and 888 catalyst types from USPTO. Task: Predict which catalyst facilitates the given reaction. (1) Reactant: N[C:2]1[S:3][C:4]([I:12])=[C:5]([C:7]([O:9][CH2:10][CH3:11])=[O:8])[N:6]=1.C(ON=O)(C)(C)C. Product: [I:12][C:4]1[S:3][CH:2]=[N:6][C:5]=1[C:7]([O:9][CH2:10][CH3:11])=[O:8]. The catalyst class is: 163. (2) Reactant: [CH3:1][N:2]1[CH:7]([CH3:8])[CH2:6][N:5]2[N:9]=[C:10]([N+:12]([O-])=O)[CH:11]=[C:4]2[CH2:3]1.[H][H]. Product: [CH3:1][N:2]1[CH:7]([CH3:8])[CH2:6][N:5]2[N:9]=[C:10]([NH2:12])[CH:11]=[C:4]2[CH2:3]1. The catalyst class is: 94. (3) Reactant: [CH3:1][C:2]1([CH3:18])[O:6][C@H:5]([C@H:7]2[O:11][C:10](=[O:12])[C:9]([OH:13])=[C:8]2[NH:14][CH2:15][CH2:16][CH3:17])[CH2:4][O:3]1.C(=O)([O-])[O-].[K+].[K+].[CH2:25](Br)[C:26]1[CH:31]=[CH:30][CH:29]=[CH:28][CH:27]=1.O. Product: [CH2:25]([O:13][C:9]1[C:10](=[O:12])[O:11][C@H:7]([C@@H:5]2[CH2:4][O:3][C:2]([CH3:18])([CH3:1])[O:6]2)[C:8]=1[NH:14][CH2:15][CH2:16][CH3:17])[C:26]1[CH:31]=[CH:30][CH:29]=[CH:28][CH:27]=1. The catalyst class is: 3. (4) Reactant: [NH2:1][C:2]1[NH:7][C:6](=[O:8])[C:5]([C:9]#[N:10])=[C:4]([C:11]2[CH:16]=[CH:15][C:14]([O:17][CH2:18][CH2:19][OH:20])=[CH:13][CH:12]=2)[C:3]=1[C:21]#[N:22].Cl[CH2:24][C:25]1[N:26]=[C:27]([C:31]2[CH:36]=[CH:35][C:34]([F:37])=[CH:33][CH:32]=2)[O:28][C:29]=1[CH3:30].C(=O)([O-])[O-].[K+].[K+]. Product: [NH2:1][C:2]1[C:3]([C:21]#[N:22])=[C:4]([C:11]2[CH:16]=[CH:15][C:14]([O:17][CH2:18][CH2:19][OH:20])=[CH:13][CH:12]=2)[C:5]([C:9]#[N:10])=[C:6]([O:8][CH2:24][C:25]2[N:26]=[C:27]([C:31]3[CH:36]=[CH:35][C:34]([F:37])=[CH:33][CH:32]=3)[O:28][C:29]=2[CH3:30])[N:7]=1. The catalyst class is: 3. (5) Reactant: [NH2:1][CH:2]1[C:11]2([CH2:16][CH2:15][N:14](C(OCC3C=CC=CC=3)=O)[CH2:13][CH2:12]2)[O:10][C:9]2[C:4](=[CH:5][CH:6]=[CH:7][CH:8]=2)[C:3]1=O.[CH:28]([NH2:30])=O.[OH-].[Na+].[H][H]. Product: [NH:14]1[CH2:13][CH2:12][C:11]2([C:2]3[N:1]=[CH:28][NH:30][C:3]=3[C:4]3[CH:5]=[CH:6][CH:7]=[CH:8][C:9]=3[O:10]2)[CH2:16][CH2:15]1. The catalyst class is: 45. (6) Reactant: [CH3:1][C@@:2]1([OH:41])[C@H:6]([O:7]CC2C=CC(Cl)=CC=2Cl)[C@@H:5]([CH2:17][O:18]CC2C=CC(Cl)=CC=2Cl)[O:4][C@H:3]1[N:28]1[CH:40]=[C:32]2[CH2:33][CH2:34][C:35]3[O:36][NH:37][N:38]=[CH:39][C:30]([C:31]=32)=[N:29]1.B(Cl)(Cl)Cl. Product: [CH3:1][C@@:2]1([OH:41])[C@H:6]([OH:7])[C@@H:5]([CH2:17][OH:18])[O:4][C@H:3]1[N:28]1[CH:40]=[C:32]2[CH2:33][CH2:34][C:35]3[O:36][NH:37][N:38]=[CH:39][C:30]([C:31]=32)=[N:29]1. The catalyst class is: 2.